From a dataset of Catalyst prediction with 721,799 reactions and 888 catalyst types from USPTO. Predict which catalyst facilitates the given reaction. (1) Reactant: [Cl:1][C:2]1[CH:7]=[CH:6][C:5]([O:8][C:9]2[CH:14]=[CH:13][C:12]([CH:15]3[O:19]C(=O)[NH:17][CH:16]3[CH2:21][C:22]3[CH:27]=[CH:26][CH:25]=[C:24]([O:28][C:29]([F:34])([F:33])[CH:30]([F:32])[F:31])[CH:23]=3)=[CH:11][CH:10]=2)=[CH:4][C:3]=1[CH2:35][CH3:36].[OH-].[Na+]. Product: [NH2:17][CH:16]([CH2:21][C:22]1[CH:27]=[CH:26][CH:25]=[C:24]([O:28][C:29]([F:34])([F:33])[CH:30]([F:32])[F:31])[CH:23]=1)[CH:15]([C:12]1[CH:13]=[CH:14][C:9]([O:8][C:5]2[CH:6]=[CH:7][C:2]([Cl:1])=[C:3]([CH2:35][CH3:36])[CH:4]=2)=[CH:10][CH:11]=1)[OH:19]. The catalyst class is: 8. (2) Reactant: [OH-].[K+].[C:3]1(=[CH:8][C:9]([O:11]CC)=[O:10])[CH2:7][CH2:6][CH2:5][CH2:4]1.Cl. Product: [C:3]1(=[CH:8][C:9]([OH:11])=[O:10])[CH2:7][CH2:6][CH2:5][CH2:4]1. The catalyst class is: 5. (3) Reactant: [H-].[Na+].[Cl:3][C:4]1[CH:5]=[C:6]([C:10]2[C:19]3[C:14](=[CH:15][CH:16]=[C:17]([C:20]([C:28]4[CH:33]=[CH:32][C:31]([Cl:34])=[CH:30][CH:29]=4)([OH:27])[C:21]4[N:25]([CH3:26])[CH:24]=[N:23][N:22]=4)[CH:18]=3)[NH:13][C:12](=[O:35])[CH:11]=2)[CH:7]=[CH:8][CH:9]=1.Br[CH2:37][C:38]1[CH:45]=[CH:44][C:41]([C:42]#[N:43])=[CH:40][CH:39]=1. Product: [Cl:3][C:4]1[CH:5]=[C:6]([C:10]2[C:19]3[C:14](=[CH:15][CH:16]=[C:17]([C:20]([C:28]4[CH:29]=[CH:30][C:31]([Cl:34])=[CH:32][CH:33]=4)([OH:27])[C:21]4[N:25]([CH3:26])[CH:24]=[N:23][N:22]=4)[CH:18]=3)[N:13]([CH2:37][C:38]3[CH:45]=[CH:44][C:41]([C:42]#[N:43])=[CH:40][CH:39]=3)[C:12](=[O:35])[CH:11]=2)[CH:7]=[CH:8][CH:9]=1. The catalyst class is: 3.